This data is from Full USPTO retrosynthesis dataset with 1.9M reactions from patents (1976-2016). The task is: Predict the reactants needed to synthesize the given product. The reactants are: [C:1]([C:4]1[CH:9]=[CH:8][C:7]([N:10]2[C:14](I)=[CH:13][C:12]([C:16]3[CH:25]=[CH:24][C:19]([C:20]([O:22][CH3:23])=[O:21])=[CH:18][CH:17]=3)=[N:11]2)=[CH:6][CH:5]=1)(=[O:3])[NH2:2].[C:26]([C:30]1[CH:31]=[C:32](B2OC(C)(C)C(C)(C)O2)[CH:33]=[C:34]([O:36][CH:37]([CH3:39])[CH3:38])[CH:35]=1)([CH3:29])([CH3:28])[CH3:27].C(=O)([O-])[O-].[K+].[K+]. Given the product [C:26]([C:30]1[CH:31]=[C:32]([C:14]2[N:10]([C:7]3[CH:8]=[CH:9][C:4]([C:1](=[O:3])[NH2:2])=[CH:5][CH:6]=3)[N:11]=[C:12]([C:16]3[CH:25]=[CH:24][C:19]([C:20]([O:22][CH3:23])=[O:21])=[CH:18][CH:17]=3)[CH:13]=2)[CH:33]=[C:34]([O:36][CH:37]([CH3:39])[CH3:38])[CH:35]=1)([CH3:29])([CH3:27])[CH3:28], predict the reactants needed to synthesize it.